This data is from Full USPTO retrosynthesis dataset with 1.9M reactions from patents (1976-2016). The task is: Predict the reactants needed to synthesize the given product. (1) The reactants are: [NH2:1][C:2]1[CH:11]=[CH:10][CH:9]=[C:8]2[C:3]=1[CH:4]=[CH:5][N:6]([C@H:13]([CH3:19])[CH2:14][O:15][C:16](=[O:18])[CH3:17])[C:7]2=[O:12].C(Cl)(Cl)(Cl)[Cl:21].ClN1C(=O)CCC1=O.CN(C)C=O. Given the product [C:16]([O:15][CH2:14][C@H:13]([N:6]1[CH:5]=[CH:4][C:3]2[C:8](=[CH:9][CH:10]=[C:11]([Cl:21])[C:2]=2[NH2:1])[C:7]1=[O:12])[CH3:19])(=[O:18])[CH3:17], predict the reactants needed to synthesize it. (2) Given the product [C:5]([Cl:3])(=[O:17])[CH:6]=[CH:7][CH2:8][CH2:9][CH2:10][CH2:11][CH2:12][CH2:13][CH:14]=[CH2:15], predict the reactants needed to synthesize it. The reactants are: S(Cl)([Cl:3])=O.[C:5]([OH:17])(=O)[CH2:6][CH2:7][CH2:8][CH2:9][CH2:10][CH2:11][CH2:12][CH2:13][CH:14]=[CH2:15]. (3) Given the product [O:1]=[C:2]1[N:6]([C:7]2[CH:14]=[CH:13][C:10]([C:11]#[N:12])=[C:9]([C:15]([F:18])([F:16])[F:17])[CH:8]=2)[C@@H:5]2[CH2:19][CH2:20][CH2:21][CH2:22][C@H:4]2[N:3]1[C:24]1[CH:29]=[CH:28][CH:27]=[CH:26][CH:25]=1, predict the reactants needed to synthesize it. The reactants are: [O:1]=[C:2]1[N:6]([C:7]2[CH:14]=[CH:13][C:10]([C:11]#[N:12])=[C:9]([C:15]([F:18])([F:17])[F:16])[CH:8]=2)[C@@H:5]2[CH2:19][CH2:20][CH2:21][CH2:22][C@H:4]2[NH:3]1.I[C:24]1[CH:29]=[CH:28][CH:27]=[CH:26][CH:25]=1. (4) Given the product [CH3:10][N:11]1[CH2:16][CH2:15][N:14]([C:2]2[CH:9]=[CH:8][C:5]([C:6]#[N:7])=[CH:4][CH:3]=2)[CH2:13][CH2:12]1, predict the reactants needed to synthesize it. The reactants are: F[C:2]1[CH:9]=[CH:8][C:5]([C:6]#[N:7])=[CH:4][CH:3]=1.[CH3:10][N:11]1[CH2:16][CH2:15][NH:14][CH2:13][CH2:12]1. (5) Given the product [O:1]=[C:2]1[CH:6]([C:7]([NH:19][NH2:20])=[O:8])[CH:5]([C:12]2[CH:17]=[CH:16][CH:15]=[CH:14][CH:13]=2)[CH2:4][NH:3]1, predict the reactants needed to synthesize it. The reactants are: [O:1]=[C:2]1[CH:6]([C:7](OCC)=[O:8])[CH:5]([C:12]2[CH:17]=[CH:16][CH:15]=[CH:14][CH:13]=2)[CH2:4][NH:3]1.O.[NH2:19][NH2:20]. (6) Given the product [Cl:29][CH2:28][CH2:27][O:26][C:24](=[O:25])[NH:22][C:17]1[CH:18]=[CH:19][CH:20]=[CH:21][C:16]=1[C@H:5]1[C:4]2[C:9](=[C:10]([Cl:12])[CH:11]=[C:2]([Cl:1])[CH:3]=2)[CH2:8][N:7]([CH:13]2[CH2:15][CH2:14]2)[CH2:6]1, predict the reactants needed to synthesize it. The reactants are: [Cl:1][C:2]1[CH:3]=[C:4]2[C:9](=[C:10]([Cl:12])[CH:11]=1)[CH2:8][N:7]([CH:13]1[CH2:15][CH2:14]1)[CH2:6][C@H:5]2[C:16]1[CH:21]=[CH:20][CH:19]=[CH:18][C:17]=1[NH2:22].Cl[C:24]([O:26][CH2:27][CH2:28][Cl:29])=[O:25]. (7) Given the product [F:15][C:2]1([F:1])[O:6][C:5]2[CH:7]=[CH:8][C:9]([C:11]([OH:13])=[O:12])=[CH:10][C:4]=2[O:3]1, predict the reactants needed to synthesize it. The reactants are: [F:1][C:2]1([F:15])[O:6][C:5]2[CH:7]=[CH:8][C:9]([C:11]([O:13]C)=[O:12])=[CH:10][C:4]=2[O:3]1.[OH-].[Na+]. (8) Given the product [C:1]([O:5][C:6]([N:8]([C:25]1[C:30]([CH3:31])=[CH:29][N:28]=[C:27]([C:63]2[CH:64]=[CH:41][CH:42]=[C:43]([O:44][CH2:45][C:46]([NH:48][CH:49]3[CH2:54][CH2:53][N:52]([C:55]([O:57][C:58]([CH3:61])([CH3:60])[CH3:59])=[O:56])[CH2:51][CH2:50]3)=[O:47])[CH:62]=2)[N:26]=1)[C:9]1[CH:10]=[C:11]2[C:15](=[CH:16][CH:17]=1)[N:14]([C:18]([O:20][C:21]([CH3:24])([CH3:23])[CH3:22])=[O:19])[N:13]=[CH:12]2)=[O:7])([CH3:4])([CH3:3])[CH3:2], predict the reactants needed to synthesize it. The reactants are: [C:1]([O:5][C:6]([N:8]([C:25]1[C:30]([CH3:31])=[CH:29][N:28]=[C:27](Cl)[N:26]=1)[C:9]1[CH:10]=[C:11]2[C:15](=[CH:16][CH:17]=1)[N:14]([C:18]([O:20][C:21]([CH3:24])([CH3:23])[CH3:22])=[O:19])[N:13]=[CH:12]2)=[O:7])([CH3:4])([CH3:3])[CH3:2].CC1(C)C(C)(C)OB([C:41]2[CH:42]=[C:43]([CH:62]=[CH:63][CH:64]=2)[O:44][CH2:45][C:46]([NH:48][CH:49]2[CH2:54][CH2:53][N:52]([C:55]([O:57][C:58]([CH3:61])([CH3:60])[CH3:59])=[O:56])[CH2:51][CH2:50]2)=[O:47])O1.[F-].[Cs+]. (9) Given the product [NH:16]([C:2]1[N:7]=[N:6][CH:5]=[C:4]([C:8]2[N:9]=[N:10][CH:11]=[CH:12][C:13]=2[CH3:14])[CH:3]=1)[NH2:17], predict the reactants needed to synthesize it. The reactants are: Cl[C:2]1[N:7]=[N:6][CH:5]=[C:4]([C:8]2[N:9]=[N:10][CH:11]=[CH:12][C:13]=2[CH3:14])[CH:3]=1.O.[NH2:16][NH2:17]. (10) Given the product [NH2:1][C:2]1[N:10]=[CH:9][N:8]=[C:7]2[C:3]=1[N:4]=[CH:5][N:6]2[C@H:11]1[C@@H:15]2[O:16][C:17]([CH3:19])([CH3:20])[O:18][C@@H:14]2[C@@H:13]([CH2:21][N:22]([CH:28]([CH3:30])[CH3:29])[CH2:23][CH2:24][CH2:25][CH2:26][NH:27][C:42]([NH:41][C:38]2[CH:39]=[CH:40][C:35]([C:31]([CH3:34])([CH3:33])[CH3:32])=[CH:36][CH:37]=2)=[O:43])[O:12]1, predict the reactants needed to synthesize it. The reactants are: [NH2:1][C:2]1[N:10]=[CH:9][N:8]=[C:7]2[C:3]=1[N:4]=[CH:5][N:6]2[C@H:11]1[C@@H:15]2[O:16][C:17]([CH3:20])([CH3:19])[O:18][C@@H:14]2[C@@H:13]([CH2:21][N:22]([CH:28]([CH3:30])[CH3:29])[CH2:23][CH2:24][CH2:25][CH2:26][NH2:27])[O:12]1.[C:31]([C:35]1[CH:40]=[CH:39][C:38]([N:41]=[C:42]=[O:43])=[CH:37][CH:36]=1)([CH3:34])([CH3:33])[CH3:32].